From a dataset of Forward reaction prediction with 1.9M reactions from USPTO patents (1976-2016). Predict the product of the given reaction. (1) Given the reactants C([O:4][CH2:5][CH:6]([O:41]C(=O)C)[CH2:7][CH2:8][CH:9]1[C:18]2[C:14]3=[C:15]([C:19](=[O:23])[N:20]([CH3:22])[CH:21]=[C:13]3[C:12]3[CH:24]=[C:25]([CH2:28][S:29]([CH3:32])(=[O:31])=[O:30])[CH:26]=[CH:27][C:11]=3[N:10]1[C:33]1[CH:38]=[CH:37][C:36]([F:39])=[CH:35][C:34]=1[F:40])[NH:16][CH:17]=2)(=O)C.[OH-].[Li+].O, predict the reaction product. The product is: [F:40][C:34]1[CH:35]=[C:36]([F:39])[CH:37]=[CH:38][C:33]=1[N:10]1[CH:9]([CH2:8][CH2:7][CH:6]([OH:41])[CH2:5][OH:4])[C:18]2[C:14]3=[C:15]([C:19](=[O:23])[N:20]([CH3:22])[CH:21]=[C:13]3[C:12]3[CH:24]=[C:25]([CH2:28][S:29]([CH3:32])(=[O:30])=[O:31])[CH:26]=[CH:27][C:11]1=3)[NH:16][CH:17]=2. (2) Given the reactants [CH2:1]([O:3][C:4]1[CH:9]=[CH:8][C:7]([N:10]2[CH:14]=[CH:13][N:12]=[CH:11]2)=[CH:6][CH:5]=1)[CH3:2].[Br:15][CH2:16][CH2:17][CH2:18][CH2:19][CH2:20][CH2:21]C, predict the reaction product. The product is: [Br-:15].[CH2:1]([O:3][C:4]1[CH:5]=[CH:6][C:7]([N+:10]2[CH:14]=[CH:13][N:12]([CH2:16][CH2:17][CH2:18][CH2:19][CH2:20][CH3:21])[CH:11]=2)=[CH:8][CH:9]=1)[CH3:2]. (3) The product is: [C:45]([C:36]1[C:37](=[O:44])[N:38]([CH2:40][CH:41]([CH3:42])[CH3:43])[N:39]=[C:34]([C:29]2[CH:30]=[CH:31][C:32]([F:33])=[C:27]([F:26])[CH:28]=2)[CH:35]=1)([OH:47])=[O:46]. Given the reactants FC1C=CC(C2C=C(COS(C)(=O)=O)C(=O)N(CC(C)C)N=2)=CC=1C.[F:26][C:27]1[CH:28]=[C:29]([C:34]2[CH:35]=[C:36]([C:45]([O:47]C)=[O:46])[C:37](=[O:44])[N:38]([CH2:40][CH:41]([CH3:43])[CH3:42])[N:39]=2)[CH:30]=[CH:31][C:32]=1[F:33], predict the reaction product. (4) Given the reactants [F:1][C:2]([F:14])([F:13])[O:3][C:4]1[CH:12]=[CH:11][C:7]([C:8]([OH:10])=O)=[CH:6][CH:5]=1.CN(C(ON1N=NC2C=CC=NC1=2)=[N+](C)C)C.F[P-](F)(F)(F)(F)F.CCN(C(C)C)C(C)C.[NH2:48][C:49]([CH3:65])([CH2:52][O:53][C:54]1[CH:55]=[C:56]([Cl:64])[C:57]2[CH2:61][O:60][B:59]([OH:62])[C:58]=2[CH:63]=1)[C:50]#[N:51], predict the reaction product. The product is: [Cl:64][C:56]1[C:57]2[CH2:61][O:60][B:59]([OH:62])[C:58]=2[CH:63]=[C:54]([O:53][CH2:52][C:49]([NH:48][C:8](=[O:10])[C:7]2[CH:6]=[CH:5][C:4]([O:3][C:2]([F:1])([F:14])[F:13])=[CH:12][CH:11]=2)([C:50]#[N:51])[CH3:65])[CH:55]=1. (5) Given the reactants Br[C:2]1[CH:7]=[CH:6][C:5]([C:8]2[N:12]([CH3:13])[N:11]=[CH:10][CH:9]=2)=[CH:4][CH:3]=1.C([Si](C(C)C)(C(C)C)[S:18][C:19]1[CH:20]=[C:21]([C:25]2([C:31]([NH2:33])=[O:32])[CH2:30][CH2:29][O:28][CH2:27][CH2:26]2)[CH:22]=[CH:23][CH:24]=1)(C)C.CC(C)([O-])C.[K+].C1COCC1.Cl, predict the reaction product. The product is: [CH3:13][N:12]1[C:8]([C:5]2[CH:6]=[CH:7][C:2]([S:18][C:19]3[CH:20]=[C:21]([C:25]4([C:31]([NH2:33])=[O:32])[CH2:30][CH2:29][O:28][CH2:27][CH2:26]4)[CH:22]=[CH:23][CH:24]=3)=[CH:3][CH:4]=2)=[CH:9][CH:10]=[N:11]1. (6) Given the reactants [CH:1]([C:4]1[CH:13]=[C:12]2[C:7]([C:8](=[O:20])[N:9]([NH:15][S:16]([CH3:19])(=[O:18])=[O:17])[C:10](=[O:14])[NH:11]2)=[CH:6][C:5]=1[C:21]1[N:22]([CH3:26])[N:23]=[CH:24][CH:25]=1)([CH3:3])[CH3:2].[C:27](Cl)(=[O:32])[CH2:28][CH2:29][CH2:30][CH3:31], predict the reaction product. The product is: [CH:1]([C:4]1[CH:13]=[C:12]2[C:7]([C:8](=[O:20])[N:9]([N:15]([C:27](=[O:32])[CH2:28][CH2:29][CH2:30][CH3:31])[S:16]([CH3:19])(=[O:17])=[O:18])[C:10](=[O:14])[NH:11]2)=[CH:6][C:5]=1[C:21]1[N:22]([CH3:26])[N:23]=[CH:24][CH:25]=1)([CH3:3])[CH3:2]. (7) Given the reactants [NH2:1][CH2:2][CH2:3][CH2:4][N:5]1[CH:10]=[C:9]([F:11])[CH:8]=[C:7]([C@H:12]2[CH2:16][CH2:15][CH2:14][N:13]2[C:17]2[CH:22]=[CH:21][N:20]3[N:23]=[CH:24][C:25]([C:26]([O:28]CC)=[O:27])=[C:19]3[N:18]=2)[C:6]1=[O:31].C1COCC1.CO.[Li+].[OH-].Cl, predict the reaction product. The product is: [NH2:1][CH2:2][CH2:3][CH2:4][N:5]1[CH:10]=[C:9]([F:11])[CH:8]=[C:7]([C@H:12]2[CH2:16][CH2:15][CH2:14][N:13]2[C:17]2[CH:22]=[CH:21][N:20]3[N:23]=[CH:24][C:25]([C:26]([OH:28])=[O:27])=[C:19]3[N:18]=2)[C:6]1=[O:31].